This data is from Catalyst prediction with 721,799 reactions and 888 catalyst types from USPTO. The task is: Predict which catalyst facilitates the given reaction. (1) Reactant: [Cl:1][C:2]1[C:11]2[C:6](=[CH:7][C:8]([O:14][CH2:15][CH2:16][Cl:17])=[C:9]([O:12][CH3:13])[CH:10]=2)[N:5]=[CH:4][N:3]=1.[Cl:1][C:2]1[C:11]2[C:6](=[CH:7][C:8]([O:14][CH2:15][CH2:16][Cl:17])=[C:9]([O:12][CH3:13])[CH:10]=2)[N:5]=[CH:4][N:3]=1.P(Cl)(Cl)(Cl)=O. Product: [Cl:1][C:2]1[C:11]2[C:6](=[CH:7][C:8]([O:14][CH2:15][CH2:16][Cl:17])=[C:9]([O:12][CH3:13])[CH:10]=2)[N:5]=[CH:4][N:3]=1. The catalyst class is: 11. (2) Reactant: [CH:1]([NH:4][C:5]([N:7]1[CH2:12][CH2:11][CH:10]([CH2:13][N:14]2[CH2:19][CH2:18][C@H:17]([NH:20][C:21](=[O:32])[C:22]3[CH:27]=[C:26]([Cl:28])[C:25]([NH2:29])=[CH:24][C:23]=3[O:30][CH3:31])[C@H:16]([O:33][CH3:34])[CH2:15]2)[CH2:9][CH2:8]1)=[O:6])([CH3:3])[CH3:2].[C:35]([OH:42])(=[O:41])/[CH:36]=[CH:37]\[C:38]([OH:40])=[O:39]. Product: [C:35]([OH:42])(=[O:41])/[CH:36]=[CH:37]\[C:38]([OH:40])=[O:39].[CH:1]([NH:4][C:5]([N:7]1[CH2:12][CH2:11][CH:10]([CH2:13][N:14]2[CH2:19][CH2:18][C@H:17]([NH:20][C:21](=[O:32])[C:22]3[CH:27]=[C:26]([Cl:28])[C:25]([NH2:29])=[CH:24][C:23]=3[O:30][CH3:31])[C@H:16]([O:33][CH3:34])[CH2:15]2)[CH2:9][CH2:8]1)=[O:6])([CH3:3])[CH3:2]. The catalyst class is: 21. (3) Reactant: Br[CH2:2][C:3]1[CH:4]=[CH:5][C:6]([O:9][CH2:10][CH2:11][C:12]2[N:13]=[C:14]([C:18]3[CH:23]=[CH:22][CH:21]=[CH:20][CH:19]=3)[O:15][C:16]=2[CH3:17])=[N:7][CH:8]=1.C[O:25][C:26](=[O:33])[CH2:27][N:28]1[CH:32]=[CH:31][CH:30]=[CH:29]1.C[Si]([N-][Si](C)(C)C)(C)C.[Li+]. Product: [CH3:17][C:16]1[O:15][C:14]([C:18]2[CH:23]=[CH:22][CH:21]=[CH:20][CH:19]=2)=[N:13][C:12]=1[CH2:11][CH2:10][O:9][C:6]1[N:7]=[CH:8][C:3]([CH2:2][CH:27]([N:28]2[CH:32]=[CH:31][CH:30]=[CH:29]2)[C:26]([OH:33])=[O:25])=[CH:4][CH:5]=1. The catalyst class is: 49. (4) Reactant: C([O:8][C:9]1[CH:10]=[C:11]([N:15]([CH2:22][CH3:23])[CH2:16][C:17]([O:19][CH2:20][CH3:21])=[O:18])[CH:12]=[CH:13][CH:14]=1)C1C=CC=CC=1. Product: [CH2:22]([N:15]([C:11]1[CH:12]=[CH:13][CH:14]=[C:9]([OH:8])[CH:10]=1)[CH2:16][C:17]([O:19][CH2:20][CH3:21])=[O:18])[CH3:23]. The catalyst class is: 19. (5) Reactant: C([NH:4][C@:5]1([C:22](NC(C)(C)C)=[O:23])[C@@H:9]([CH2:10][CH2:11][CH2:12][B:13]2[O:17]C(C)(C)C(C)(C)[O:14]2)[CH2:8][NH:7][CH2:6]1)(=O)C.C([N:36]1[CH2:41][CH2:40][CH2:39][CH2:38][CH:37]1C=O)(OC(C)(C)C)=O.S([O-])([O-])(=O)=[O:45].[Na+].[Na+].C(O)(=O)C.C(O[BH-](OC(=O)C)OC(=O)C)(=O)C.[Na+].C(=O)([O-])[O-].[Na+].[Na+]. Product: [NH2:4][C@:5]1([C:22]([OH:23])=[O:45])[C@@H:9]([CH2:10][CH2:11][CH2:12][B:13]([OH:14])[OH:17])[CH2:8][N:7]([CH2:40][CH:41]2[CH2:39][CH2:38][CH2:37][NH:36]2)[CH2:6]1. The catalyst class is: 26. (6) Reactant: [CH3:1][C:2]1[C:3]([N+:16]([O-:18])=[O:17])=[C:4](OS(C(F)(F)F)(=O)=O)[CH:5]=[CH:6][CH:7]=1.[C:19]([O:23][C:24]([N:26]1[CH2:31][CH2:30][NH:29][CH2:28][CH2:27]1)=[O:25])([CH3:22])([CH3:21])[CH3:20].C(N(CC)CC)C. Product: [C:19]([O:23][C:24]([N:26]1[CH2:31][CH2:30][N:29]([C:4]2[CH:5]=[CH:6][CH:7]=[C:2]([CH3:1])[C:3]=2[N+:16]([O-:18])=[O:17])[CH2:28][CH2:27]1)=[O:25])([CH3:22])([CH3:20])[CH3:21]. The catalyst class is: 10. (7) Reactant: [C:1]([N:4]1[CH2:9][CH2:8][N:7]([C:10]2[CH:15]=[CH:14][C:13]([NH:16][C:17]3[N:22]=[C:21]([N:23]4[CH2:28][CH2:27][CH:26]([NH:29]C(=O)OCC5C=CC=CC=5)[CH2:25][CH2:24]4)[C:20]([F:40])=[CH:19][N:18]=3)=[CH:12][CH:11]=2)[CH2:6][CH2:5]1)(=[O:3])[CH3:2].[H][H]. Product: [NH2:29][CH:26]1[CH2:27][CH2:28][N:23]([C:21]2[C:20]([F:40])=[CH:19][N:18]=[C:17]([NH:16][C:13]3[CH:12]=[CH:11][C:10]([N:7]4[CH2:8][CH2:9][N:4]([C:1](=[O:3])[CH3:2])[CH2:5][CH2:6]4)=[CH:15][CH:14]=3)[N:22]=2)[CH2:24][CH2:25]1. The catalyst class is: 19.